From a dataset of Reaction yield outcomes from USPTO patents with 853,638 reactions. Predict the reaction yield, written as a fraction of the theoretical maximum amount of product (1.0 means a 100% yield; for example, 0.34 means a 34% yield). (1) The reactants are [CH2:1]([O:3][C:4]([C:6]1[N:7]([CH2:12][CH3:13])[CH:8]=[C:9](I)[CH:10]=1)=[O:5])[CH3:2].CCN(CC)CC.[C:21]([C:23]1[CH:28]=[CH:27][CH:26]=[C:25]([O:29][CH3:30])[CH:24]=1)#[CH:22]. The catalyst is C(#N)C. The product is [CH2:1]([O:3][C:4]([C:6]1[N:7]([CH2:12][CH3:13])[CH:8]=[C:9]([C:22]#[C:21][C:23]2[CH:28]=[CH:27][CH:26]=[C:25]([O:29][CH3:30])[CH:24]=2)[CH:10]=1)=[O:5])[CH3:2]. The yield is 0.840. (2) The catalyst is O.C(OCC)(=O)C. The product is [OH:13][C:14]1[CH:15]=[CH:16][C:17]([N:20]2[C:25](=[O:26])[C:24]([CH2:27][C:28]3[CH:33]=[CH:32][C:31]([C:34]4[CH:39]=[CH:38][CH:37]=[CH:36][C:35]=4[C:40]4[NH:3][C:4](=[O:7])[O:5][N:41]=4)=[CH:30][CH:29]=3)=[C:23]([CH2:42][CH2:43][CH3:44])[N:22]=[C:21]2[CH3:45])=[CH:18][CH:19]=1. The reactants are [Cl-].O[NH3+:3].[C:4](=[O:7])([O-])[OH:5].[Na+].CS(C)=O.[OH:13][C:14]1[CH:19]=[CH:18][C:17]([N:20]2[C:25](=[O:26])[C:24]([CH2:27][C:28]3[CH:33]=[CH:32][C:31]([C:34]4[C:35]([C:40]#[N:41])=[CH:36][CH:37]=[CH:38][CH:39]=4)=[CH:30][CH:29]=3)=[C:23]([CH2:42][CH2:43][CH3:44])[N:22]=[C:21]2[CH3:45])=[CH:16][CH:15]=1. The yield is 0.490. (3) The reactants are C([N:8]1[CH2:21][CH2:20][C:19]2[C:18]3[CH:17]=[CH:16][C:15]([C:22]4[CH:27]=[CH:26][CH:25]=[CH:24][CH:23]=4)=[CH:14][C:13]=3[NH:12][C:11]=2[CH2:10][CH2:9]1)C1C=CC=CC=1. The catalyst is C(O)(=O)C.C(O)C.[Pd]. The product is [C:22]1([C:15]2[CH:16]=[CH:17][C:18]3[C:19]4[CH2:20][CH2:21][NH:8][CH2:9][CH2:10][C:11]=4[NH:12][C:13]=3[CH:14]=2)[CH:23]=[CH:24][CH:25]=[CH:26][CH:27]=1. The yield is 0.510. (4) The reactants are Cl[C:2]1[CH:7]=[CH:6][C:5]([N+:8]([O-:10])=[O:9])=[CH:4][C:3]=1[O:11][CH:12]([CH3:14])[CH3:13].[CH3:15][N:16]1[CH2:21][CH2:20][NH:19][CH2:18][CH2:17]1.C(=O)([O-])[O-].[K+].[K+].O. The catalyst is CN(C=O)C. The product is [CH:12]([O:11][C:3]1[CH:4]=[C:5]([N+:8]([O-:10])=[O:9])[CH:6]=[CH:7][C:2]=1[N:19]1[CH2:20][CH2:21][N:16]([CH3:15])[CH2:17][CH2:18]1)([CH3:14])[CH3:13]. The yield is 0.930. (5) The reactants are Cl.[NH:2]1[CH:6]=[C:5]([C:7]2[CH:15]=[CH:14][C:10]([C:11]([OH:13])=[O:12])=[CH:9][CH:8]=2)[N:4]=[CH:3]1.S(Cl)(Cl)=O.[CH3:20]O. No catalyst specified. The product is [NH:2]1[CH:6]=[C:5]([C:7]2[CH:8]=[CH:9][C:10]([C:11]([O:13][CH3:20])=[O:12])=[CH:14][CH:15]=2)[N:4]=[CH:3]1. The yield is 0.860. (6) The reactants are [C:1]([C:3]1([C:6]2[CH:7]=[C:8]([CH:13]=[CH:14][CH:15]=2)[C:9]([O:11]C)=[O:10])[CH2:5][CH2:4]1)#[N:2].CO.O. The catalyst is O1CCCC1. The product is [C:1]([C:3]1([C:6]2[CH:7]=[C:8]([CH:13]=[CH:14][CH:15]=2)[C:9]([OH:11])=[O:10])[CH2:4][CH2:5]1)#[N:2]. The yield is 0.610. (7) The reactants are [C:1]([O:5][C:6]([N:8]1[CH2:12][CH2:11][CH2:10][C@@H:9]1[C:13]1[N:14]=[N:15][N:16]([C:18]2[CH:23]=[CH:22][CH:21]=[C:20](Br)[CH:19]=2)[N:17]=1)=[O:7])([CH3:4])([CH3:3])[CH3:2].O.[CH3:26][N:27](C=O)C. The catalyst is C1C=CC(P(C2C=CC=CC=2)[C-]2C=CC=C2)=CC=1.C1C=CC(P(C2C=CC=CC=2)[C-]2C=CC=C2)=CC=1.[Fe+2].[C-]#N.[Zn+2].[C-]#N.C1C=CC(/C=C/C(/C=C/C2C=CC=CC=2)=O)=CC=1.C1C=CC(/C=C/C(/C=C/C2C=CC=CC=2)=O)=CC=1.C1C=CC(/C=C/C(/C=C/C2C=CC=CC=2)=O)=CC=1.[Pd].[Pd].C([O-])(=O)C.[Zn+2].C([O-])(=O)C.[Zn]. The product is [C:1]([O:5][C:6]([N:8]1[CH2:12][CH2:11][CH2:10][C@@H:9]1[C:13]1[N:14]=[N:15][N:16]([C:18]2[CH:23]=[CH:22][CH:21]=[C:20]([C:26]#[N:27])[CH:19]=2)[N:17]=1)=[O:7])([CH3:4])([CH3:3])[CH3:2]. The yield is 0.430. (8) The reactants are F[C:2]1[CH:9]=[CH:8][C:5]([CH:6]=[O:7])=[CH:4][CH:3]=1.[CH2:10]([NH:15][CH2:16][CH2:17][CH2:18][CH2:19][CH3:20])[CH2:11][CH2:12][CH2:13][CH3:14].C(=O)([O-])[O-].[K+].[K+]. The catalyst is CNC.O. The product is [CH2:16]([N:15]([CH2:10][CH2:11][CH2:12][CH2:13][CH3:14])[C:2]1[CH:9]=[CH:8][C:5]([CH:6]=[O:7])=[CH:4][CH:3]=1)[CH2:17][CH2:18][CH2:19][CH3:20]. The yield is 0.240. (9) The reactants are [NH:1]1[CH2:11][CH2:10][CH:4]([C:5]([O:7][CH2:8][CH3:9])=[O:6])[CH2:3][CH2:2]1.[CH:12](O)=O.C=O.C(=O)(O)[O-].[Na+]. The catalyst is ClCCl. The product is [CH2:8]([O:7][C:5]([CH:4]1[CH2:3][CH2:2][N:1]([CH3:12])[CH2:11][CH2:10]1)=[O:6])[CH3:9]. The yield is 0.610. (10) The reactants are C(P(C(C)(C)C)C(C)(C)C)(C)(C)C.Br[C:15]1[CH:16]=[C:17]2[C:21](=[CH:22][CH:23]=1)[NH:20][CH:19]=[C:18]2[CH2:24][CH2:25][N:26]1[CH2:30][CH2:29][CH2:28][CH2:27]1.C[Si]([N-:35][Si](C)(C)C)(C)C.[Li+]. The catalyst is C1COCC1.C1C=CC(/C=C/C(/C=C/C2C=CC=CC=2)=O)=CC=1.C1C=CC(/C=C/C(/C=C/C2C=CC=CC=2)=O)=CC=1.C1C=CC(/C=C/C(/C=C/C2C=CC=CC=2)=O)=CC=1.[Pd].[Pd]. The product is [N:26]1([CH2:25][CH2:24][C:18]2[C:17]3[C:21](=[CH:22][CH:23]=[C:15]([NH2:35])[CH:16]=3)[NH:20][CH:19]=2)[CH2:30][CH2:29][CH2:28][CH2:27]1. The yield is 0.639.